Dataset: Catalyst prediction with 721,799 reactions and 888 catalyst types from USPTO. Task: Predict which catalyst facilitates the given reaction. (1) Reactant: Cl.[Br:2][C:3]1[CH:8]=[CH:7][C:6]([N:9]2[CH2:14][CH2:13][NH:12][CH2:11][CH2:10]2)=[CH:5][CH:4]=1.[C:15]([O:19][C:20](=[O:30])[CH:21]([CH2:25][S:26](Cl)(=[O:28])=[O:27])[CH:22]([CH3:24])[CH3:23])([CH3:18])([CH3:17])[CH3:16].C(N(CC)CC)C. Product: [C:15]([O:19][C:20](=[O:30])[CH:21]([CH2:25][S:26]([N:12]1[CH2:13][CH2:14][N:9]([C:6]2[CH:5]=[CH:4][C:3]([Br:2])=[CH:8][CH:7]=2)[CH2:10][CH2:11]1)(=[O:27])=[O:28])[CH:22]([CH3:24])[CH3:23])([CH3:17])([CH3:18])[CH3:16]. The catalyst class is: 4. (2) Reactant: [Br:1][C:2]1[CH:3]=[C:4]([CH:8]=[CH:9][C:10](=O)[C:11]([F:17])([F:16])[C:12]([F:15])([F:14])[F:13])[CH:5]=[CH:6][CH:7]=1.Cl.[Cl:20][C:21]1[CH:26]=[CH:25][CH:24]=[CH:23][C:22]=1[NH:27][NH2:28]. Product: [Br:1][C:2]1[CH:3]=[C:4]([CH:8]2[N:27]([C:22]3[CH:23]=[CH:24][CH:25]=[CH:26][C:21]=3[Cl:20])[N:28]=[C:10]([C:11]([F:17])([F:16])[C:12]([F:15])([F:14])[F:13])[CH2:9]2)[CH:5]=[CH:6][CH:7]=1. The catalyst class is: 15.